This data is from Full USPTO retrosynthesis dataset with 1.9M reactions from patents (1976-2016). The task is: Predict the reactants needed to synthesize the given product. Given the product [CH:1]([O:4][C:5]([N:7]1[CH2:12][CH2:11][CH:10]([O:13][N:14]=[C:15]2[CH2:16][CH2:17][N:18]([C:21]3[CH:26]=[C:25]([F:27])[C:24]([CH2:28][OH:29])=[CH:23][C:22]=3[F:31])[CH2:19][CH2:20]2)[CH2:9][CH2:8]1)=[O:6])([CH3:3])[CH3:2], predict the reactants needed to synthesize it. The reactants are: [CH:1]([O:4][C:5]([N:7]1[CH2:12][CH2:11][CH:10]([O:13][N:14]=[C:15]2[CH2:20][CH2:19][N:18]([C:21]3[CH:26]=[C:25]([F:27])[C:24]([C:28](O)=[O:29])=[CH:23][C:22]=3[F:31])[CH2:17][CH2:16]2)[CH2:9][CH2:8]1)=[O:6])([CH3:3])[CH3:2].C(N(CC)CC)C.ClC(OCC)=O.[BH4-].[Na+].